Dataset: Peptide-MHC class II binding affinity with 134,281 pairs from IEDB. Task: Regression. Given a peptide amino acid sequence and an MHC pseudo amino acid sequence, predict their binding affinity value. This is MHC class II binding data. (1) The peptide sequence is GSHLVEALYLVCGER. The MHC is DRB1_0901 with pseudo-sequence DRB1_0901. The binding affinity (normalized) is 0.206. (2) The peptide sequence is NVWEVKSSKPLVGPF. The MHC is HLA-DPA10103-DPB10301 with pseudo-sequence HLA-DPA10103-DPB10301. The binding affinity (normalized) is 0.219.